From a dataset of Forward reaction prediction with 1.9M reactions from USPTO patents (1976-2016). Predict the product of the given reaction. (1) Given the reactants [O:1]=[C:2]1[N:8]([CH:9]2[CH2:14][CH2:13][N:12]([C:15]([O:17][C@H:18]([CH2:37][C:38]3[CH:43]=[C:42]([CH3:44])[C:41]([OH:45])=[C:40]([CH3:46])[CH:39]=3)[C:19]([N:21]3[CH2:26][CH2:25][CH:24]([CH:27]4[CH2:32][CH2:31][N:30]([CH2:33][C:34]([OH:36])=[O:35])[CH2:29][CH2:28]4)[CH2:23][CH2:22]3)=[O:20])=[O:16])[CH2:11][CH2:10]2)[CH2:7][CH2:6][C:5]2[CH:47]=[CH:48][CH:49]=[CH:50][C:4]=2[NH:3]1.CN(C(ON1N=NC2C=CC=CC1=2)=[N+](C)C)C.[B-](F)(F)(F)F.C(N(CC)CC)C.O[CH2:81][CH2:82][N:83]1[CH2:87][CH2:86][CH2:85][C:84]1=[O:88], predict the reaction product. The product is: [O:1]=[C:2]1[N:8]([CH:9]2[CH2:10][CH2:11][N:12]([C:15]([O:17][C@H:18]([CH2:37][C:38]3[CH:43]=[C:42]([CH3:44])[C:41]([OH:45])=[C:40]([CH3:46])[CH:39]=3)[C:19](=[O:20])[N:21]3[CH2:22][CH2:23][CH:24]([CH:27]4[CH2:32][CH2:31][N:30]([CH2:33][C:34]([O:36][CH2:81][CH2:82][N:83]5[CH2:87][CH2:86][CH2:85][C:84]5=[O:88])=[O:35])[CH2:29][CH2:28]4)[CH2:25][CH2:26]3)=[O:16])[CH2:13][CH2:14]2)[CH2:7][CH2:6][C:5]2[CH:47]=[CH:48][CH:49]=[CH:50][C:4]=2[NH:3]1. (2) The product is: [Br:1][C:2]1[CH:3]=[CH:4][C:5]([N:8]([CH3:13])[S:9]([CH3:12])(=[O:11])=[O:10])=[CH:6][CH:7]=1. Given the reactants [Br:1][C:2]1[CH:7]=[CH:6][C:5]([NH:8][S:9]([CH3:12])(=[O:11])=[O:10])=[CH:4][CH:3]=1.[C:13](=O)([O-])[O-].[K+].[K+].CI, predict the reaction product.